Dataset: Reaction yield outcomes from USPTO patents with 853,638 reactions. Task: Predict the reaction yield, written as a fraction of the theoretical maximum amount of product (1.0 means a 100% yield; for example, 0.34 means a 34% yield). (1) The product is [Br:23][C:20]1[CH:21]=[CH:22][C:17]([CH:15]([N:8]2[CH2:13][CH2:12][NH:11][CH2:10][CH2:9]2)[CH3:14])=[CH:18][CH:19]=1. The reactants are C([N:8]1[CH2:13][CH2:12][NH:11][CH2:10][CH2:9]1)(OC(C)(C)C)=O.[CH3:14][C:15]([C:17]1[CH:22]=[CH:21][C:20]([Br:23])=[CH:19][CH:18]=1)=O.C(O)(=O)C.C([BH3-])#N.[Na+]. The catalyst is CO.C(OCC)(=O)C. The yield is 0.790. (2) The reactants are N1C=CC=CC=1.C(N(CC)CC)C.[Cl:14][C:15]1[CH:20]=[CH:19][C:18]([C:21]2[S:30][C:24]3[C:25](=[O:29])[NH:26][CH:27]=[CH:28][C:23]=3[CH:22]=2)=[CH:17][CH:16]=1.[Br:31][C:32]1[CH:37]=[CH:36][C:35](B(O)O)=[CH:34][CH:33]=1. The catalyst is ClCCl. The product is [Br:31][C:32]1[CH:37]=[CH:36][C:35]([N:26]2[CH:27]=[CH:28][C:23]3[CH:22]=[C:21]([C:18]4[CH:17]=[CH:16][C:15]([Cl:14])=[CH:20][CH:19]=4)[S:30][C:24]=3[C:25]2=[O:29])=[CH:34][CH:33]=1. The yield is 0.250. (3) The reactants are [NH2:1][CH:2]1[CH2:10][C:9]2[C:4](=[CH:5][CH:6]=[CH:7][CH:8]=2)[CH2:3]1.C(OC(C)C)(=O)C.[F:18][C:19]([F:26])([F:25])[C:20](OCC)=[O:21]. The catalyst is CCCCCCC. The product is [CH2:3]1[C:4]2[C:9](=[CH:8][CH:7]=[CH:6][CH:5]=2)[CH2:10][CH:2]1[NH:1][C:20](=[O:21])[C:19]([F:26])([F:25])[F:18]. The yield is 0.834. (4) The reactants are [O:1]([C:8]1[CH:29]=[CH:28][C:11]([O:12][C:13]2[N:21]=[CH:20][C:19]([NH:22][CH:23]3[CH2:27][CH2:26][NH:25][CH2:24]3)=[CH:18][C:14]=2[C:15]([NH2:17])=[O:16])=[CH:10][CH:9]=1)[C:2]1[CH:7]=[CH:6][CH:5]=[CH:4][CH:3]=1.[C:30](Cl)(=[O:33])[CH:31]=[CH2:32]. The catalyst is C(Cl)Cl. The product is [C:30]([N:25]1[CH2:26][CH2:27][CH:23]([NH:22][C:19]2[CH:20]=[N:21][C:13]([O:12][C:11]3[CH:28]=[CH:29][C:8]([O:1][C:2]4[CH:3]=[CH:4][CH:5]=[CH:6][CH:7]=4)=[CH:9][CH:10]=3)=[C:14]([CH:18]=2)[C:15]([NH2:17])=[O:16])[CH2:24]1)(=[O:33])[CH:31]=[CH2:32]. The yield is 0.270. (5) The reactants are [F:1][C:2]1[CH:7]=[CH:6][C:5]([C:8]2[C:13]([C:14]([O:16][CH3:17])=[O:15])=[C:12]([CH:18]([CH3:20])[CH3:19])[N:11]=[C:10](O)[N:9]=2)=[CH:4][CH:3]=1.C(#N)C.C1(C)C=CC(S(Cl)(=O)=O)=CC=1.[CH3:36][NH:37][S:38]([CH3:41])(=[O:40])=[O:39]. The catalyst is O. The product is [F:1][C:2]1[CH:7]=[CH:6][C:5]([C:8]2[C:13]([C:14]([O:16][CH3:17])=[O:15])=[C:12]([CH:18]([CH3:20])[CH3:19])[N:11]=[C:10]([N:37]([CH3:36])[S:38]([CH3:41])(=[O:40])=[O:39])[N:9]=2)=[CH:4][CH:3]=1. The yield is 0.680. (6) The reactants are [CH3:1][O:2][C:3]1[CH:15]=[C:14]([O:16][CH3:17])[CH:13]=[CH:12][C:4]=1[CH2:5][NH:6][C:7]1[S:8][CH:9]=[N:10][N:11]=1.C[Si]([N-][Si](C)(C)C)(C)C.[Li+].[F:28][C:29]1[CH:34]=[C:33]([F:35])[C:32]([CH3:36])=[CH:31][C:30]=1[S:37](Cl)(=[O:39])=[O:38]. The catalyst is C1COCC1. The product is [CH3:1][O:2][C:3]1[CH:15]=[C:14]([O:16][CH3:17])[CH:13]=[CH:12][C:4]=1[CH2:5][N:6]([C:7]1[S:8][CH:9]=[N:10][N:11]=1)[S:37]([C:30]1[CH:31]=[C:32]([CH3:36])[C:33]([F:35])=[CH:34][C:29]=1[F:28])(=[O:39])=[O:38]. The yield is 0.660. (7) The catalyst is C1COCC1. The yield is 0.0860. The reactants are [F:1][C:2]1[CH:18]=[CH:17][C:5]([CH2:6][C:7]2[CH:8]=[CH:9][C:10]3[O:14][CH:13]=[C:12]([OH:15])[C:11]=3[CH:16]=2)=[CH:4][CH:3]=1.C[Si]([N-][Si](C)(C)C)(C)C.[Li+].C[O:30][C:31]([C:33]1[N:38]=[CH:37][CH:36]=[CH:35][N:34]=1)=O.[Cl-].[NH4+]. The product is [F:1][C:2]1[CH:18]=[CH:17][C:5]([CH2:6][C:7]2[CH:8]=[CH:9][C:10]3[O:14][C:13]([C:31]([C:33]4[N:38]=[CH:37][CH:36]=[CH:35][N:34]=4)=[O:30])=[C:12]([OH:15])[C:11]=3[CH:16]=2)=[CH:4][CH:3]=1.